This data is from Catalyst prediction with 721,799 reactions and 888 catalyst types from USPTO. The task is: Predict which catalyst facilitates the given reaction. (1) Reactant: [OH:1]OS([O-])=O.[K+].[O:7]1[C:11]2[CH:12]=[CH:13][CH:14]=[CH:15][C:10]=2[N:9]=[C:8]1[C:16]1[N:17]=[CH:18][N:19]2[C:24](=[O:25])[N:23]([CH2:26][S:27][CH3:28])[N:22]=[N:21][C:20]=12. Product: [O:7]1[C:11]2[CH:12]=[CH:13][CH:14]=[CH:15][C:10]=2[N:9]=[C:8]1[C:16]1[N:17]=[CH:18][N:19]2[C:24](=[O:25])[N:23]([CH2:26][S:27]([CH3:28])=[O:1])[N:22]=[N:21][C:20]=12. The catalyst class is: 3. (2) Reactant: [Br:1][C:2]1[CH:3]=[CH:4][C:5]([O:10][C:11]2[CH:16]=[CH:15][C:14]([CH2:17][CH2:18][CH2:19][OH:20])=[CH:13][CH:12]=2)=[C:6]([CH:9]=1)[CH:7]=[O:8].[C:21]([Si:25]([CH3:28])([CH3:27])Cl)([CH3:24])([CH3:23])[CH3:22].N1C=CN=C1. Product: [Br:1][C:2]1[CH:3]=[CH:4][C:5]([O:10][C:11]2[CH:16]=[CH:15][C:14]([CH2:17][CH2:18][CH2:19][O:20][Si:25]([C:21]([CH3:24])([CH3:23])[CH3:22])([CH3:28])[CH3:27])=[CH:13][CH:12]=2)=[C:6]([CH:9]=1)[CH:7]=[O:8]. The catalyst class is: 9. (3) Reactant: [CH3:1][N:2]([CH3:17])[CH2:3][CH2:4][N:5]1[C:14]2[C:9](=[CH:10][CH:11]=[CH:12][C:13]=2[F:15])[CH2:8][CH2:7][C:6]1=[O:16].[N+:18]([O-])([OH:20])=[O:19]. Product: [CH3:1][N:2]([CH3:17])[CH2:3][CH2:4][N:5]1[C:14]2[C:9](=[CH:10][C:11]([N+:18]([O-:20])=[O:19])=[CH:12][C:13]=2[F:15])[CH2:8][CH2:7][C:6]1=[O:16]. The catalyst class is: 65. (4) Reactant: [Cl:1][C:2]1[C:7]2[N:8]=[C:9]([NH2:11])[S:10][C:6]=2[CH:5]=[CH:4][CH:3]=1.O.[NH2:13]N.Cl.O. Product: [Cl:1][C:2]1[C:7]2[N:8]=[C:9]([NH:11][NH2:13])[S:10][C:6]=2[CH:5]=[CH:4][CH:3]=1. The catalyst class is: 196. (5) Reactant: [C:1]1([C:7]2[C:16]3[C:11](=[CH:12][CH:13]=[CH:14][CH:15]=3)[CH:10]=[CH:9][CH:8]=2)[CH:6]=[CH:5][CH:4]=[CH:3][CH:2]=1.[C:17](Cl)(=[O:20])[CH:18]=[CH2:19].[Cl-].[Al+3].[Cl-].[Cl-]. Product: [C:17]([C:8]1[CH:9]=[CH:10][C:11]2[C:16](=[CH:15][CH:14]=[CH:13][CH:12]=2)[C:7]=1[C:1]1[CH:6]=[CH:5][CH:4]=[CH:3][CH:2]=1)(=[O:20])[CH:18]=[CH2:19]. The catalyst class is: 4. (6) Reactant: [N+:1]([C:4]1[CH:11]=[CH:10][C:7]([CH2:8]Br)=[CH:6][CH:5]=1)([O-:3])=[O:2].C(=O)([O-])[O-].[K+].[K+].[I-].[Na+].CC1(C)CC1C(N[CH:27]1[CH2:32][CH2:31][NH:30][CH2:29][CH2:28]1)=O. Product: [N+:1]([C:4]1[CH:11]=[CH:10][C:7]([CH2:8][N:30]2[CH2:31][CH2:32][CH2:27][CH2:28][CH2:29]2)=[CH:6][CH:5]=1)([O-:3])=[O:2]. The catalyst class is: 9. (7) Reactant: [Br:1][C:2]1[CH:3]=[CH:4][C:5]([O:9][CH3:10])=[C:6]([OH:8])[CH:7]=1.C(N(CC)CC)C.[Si:18](Cl)([C:21]([CH3:24])([CH3:23])[CH3:22])([CH3:20])[CH3:19]. Product: [Br:1][C:2]1[CH:3]=[CH:4][C:5]([O:9][CH3:10])=[C:6]([CH:7]=1)[O:8][Si:18]([C:21]([CH3:24])([CH3:23])[CH3:22])([CH3:20])[CH3:19]. The catalyst class is: 172. (8) Reactant: [H-].[Na+].[F:3][C:4]([F:37])([F:36])[O:5][C:6]1[CH:11]=[CH:10][C:9](/[CH:12]=[CH:13]/[C:14]2[O:15][CH:16]=[C:17]([CH2:19][O:20][C:21]3[CH:26]=[CH:25][C:24]([CH2:27][CH2:28][CH2:29][CH2:30][C:31]4[N:32]=[N:33][NH:34][CH:35]=4)=[CH:23][CH:22]=3)[N:18]=2)=[CH:8][CH:7]=1.Br[CH2:39][CH2:40][CH2:41][OH:42]. Product: [F:37][C:4]([F:36])([F:3])[O:5][C:6]1[CH:11]=[CH:10][C:9](/[CH:12]=[CH:13]/[C:14]2[O:15][CH:16]=[C:17]([CH2:19][O:20][C:21]3[CH:26]=[CH:25][C:24]([CH2:27][CH2:28][CH2:29][CH2:30][C:31]4[CH:35]=[N:34][N:33]([CH2:39][CH2:40][CH2:41][OH:42])[N:32]=4)=[CH:23][CH:22]=3)[N:18]=2)=[CH:8][CH:7]=1. The catalyst class is: 3.